Dataset: Reaction yield outcomes from USPTO patents with 853,638 reactions. Task: Predict the reaction yield, written as a fraction of the theoretical maximum amount of product (1.0 means a 100% yield; for example, 0.34 means a 34% yield). (1) The reactants are [N+:1]([C:4]1[CH:13]=[CH:12][C:7]2[NH:8][CH2:9][CH2:10][O:11][C:6]=2[CH:5]=1)([O-:3])=[O:2].[CH:14](=O)[CH:15]([CH3:17])[CH3:16].[BH3-]C#N.[Na+]. No catalyst specified. The product is [CH2:14]([N:8]1[C:7]2[CH:12]=[CH:13][C:4]([N+:1]([O-:3])=[O:2])=[CH:5][C:6]=2[O:11][CH2:10][CH2:9]1)[CH:15]([CH3:17])[CH3:16]. The yield is 0.990. (2) The reactants are [Cl:1][C:2]1[CH:3]=[N:4][CH:5]=[C:6]([C:8]#[CH:9])[CH:7]=1.[F:10][C:11]1[CH:18]=[CH:17][C:16](I)=[CH:15][C:12]=1[C:13]#[N:14].C(N(CC)CC)C. The catalyst is C1(C=CC=CC=1)[P](C1C=CC=CC=1)(C1C=CC=CC=1)[Pd][P](C1C=CC=CC=1)(C1C=CC=CC=1)C1C=CC=CC=1.[Cu]I. The product is [Cl:1][C:2]1[CH:7]=[C:6]([C:8]#[C:9][C:16]2[CH:17]=[CH:18][C:11]([F:10])=[C:12]([CH:15]=2)[C:13]#[N:14])[CH:5]=[N:4][CH:3]=1. The yield is 0.910. (3) The reactants are Cl[C:2]1[N:7]=[CH:6][N:5]=[C:4]([NH2:8])[C:3]=1[C:9]1[O:13][N:12]=[C:11]([CH3:14])[N:10]=1.[NH2:15][C@H:16]([C:19]1[N:28]([C:29]2[CH:34]=[CH:33][CH:32]=[CH:31][C:30]=2[F:35])[C:27](=[O:36])[C:26]2[C:21](=[CH:22][CH:23]=[CH:24][CH:25]=2)[N:20]=1)[CH2:17][CH3:18].CCN(C(C)C)C(C)C.CCOC(C)=O. The catalyst is CCCCO. The product is [NH2:8][C:4]1[N:5]=[CH:6][N:7]=[C:2]([NH:15][C@H:16]([C:19]2[N:28]([C:29]3[CH:34]=[CH:33][CH:32]=[CH:31][C:30]=3[F:35])[C:27](=[O:36])[C:26]3[C:21](=[CH:22][CH:23]=[CH:24][CH:25]=3)[N:20]=2)[CH2:17][CH3:18])[C:3]=1[C:9]1[O:13][N:12]=[C:11]([CH3:14])[N:10]=1. The yield is 0.939. (4) The reactants are [CH3:1][C:2]1[N:7]=[CH:6][C:5]([OH:8])=[CH:4][CH:3]=1.[Br:9]Br. The catalyst is N1C=CC=CC=1. The product is [Br:9][C:6]1[C:5]([OH:8])=[CH:4][CH:3]=[C:2]([CH3:1])[N:7]=1. The yield is 0.730. (5) The reactants are [CH3:1][O:2][C:3]1[CH:15]=[C:14]([O:16][CH3:17])[CH:13]=[CH:12][C:4]=1[CH2:5][NH:6][C:7]1[S:8][CH:9]=[N:10][N:11]=1.C[Si]([N-][Si](C)(C)C)(C)C.[Li+].[F:28][C:29]1[CH:34]=[C:33]([F:35])[C:32]([F:36])=[CH:31][C:30]=1[S:37](Cl)(=[O:39])=[O:38]. The catalyst is O1CCCC1. The product is [CH3:1][O:2][C:3]1[CH:15]=[C:14]([O:16][CH3:17])[CH:13]=[CH:12][C:4]=1[CH2:5][N:6]([C:7]1[S:8][CH:9]=[N:10][N:11]=1)[S:37]([C:30]1[CH:31]=[C:32]([F:36])[C:33]([F:35])=[CH:34][C:29]=1[F:28])(=[O:39])=[O:38]. The yield is 0.570. (6) The reactants are [CH2:1]([O:8][CH2:9][C:10]12[CH2:18][CH:14]3[CH2:15][CH:16]([CH2:17]1)[C:12]([C:19]1([CH3:24])OCC[O:20]1)([CH2:13]3)[CH2:11]2)[C:2]1[CH:7]=[CH:6][CH:5]=[CH:4][CH:3]=1.C1(C)C=CC(S(O)(=O)=O)=CC=1. The catalyst is CC(C)=O. The product is [CH2:1]([O:8][CH2:9][C:10]12[CH2:18][CH:14]3[CH2:15][CH:16]([CH2:17]1)[C:12]([C:19](=[O:20])[CH3:24])([CH2:13]3)[CH2:11]2)[C:2]1[CH:3]=[CH:4][CH:5]=[CH:6][CH:7]=1. The yield is 0.930.